Task: Predict the product of the given reaction.. Dataset: Forward reaction prediction with 1.9M reactions from USPTO patents (1976-2016) (1) Given the reactants C[N:2]1[CH2:11][C:10]([CH3:13])([CH3:12])[C:9]2[N:8]=[CH:7][C:6]([NH:14][C:15](=[O:28])[C:16]3[CH:21]=[CH:20][C:19]([O:22][CH3:23])=[C:18]([C:24]([F:27])([F:26])[F:25])[CH:17]=3)=[CH:5][C:4]=2[CH2:3]1.[Cl:29]C(OC(Cl)C)=O.ClC([O-])=O.Cl, predict the reaction product. The product is: [ClH:29].[CH3:12][C:10]1([CH3:13])[C:9]2[N:8]=[CH:7][C:6]([NH:14][C:15](=[O:28])[C:16]3[CH:21]=[CH:20][C:19]([O:22][CH3:23])=[C:18]([C:24]([F:27])([F:26])[F:25])[CH:17]=3)=[CH:5][C:4]=2[CH2:3][NH:2][CH2:11]1. (2) Given the reactants [Br:1][C:2]1[S:3][C:4]([C:7]#[N:8])=[CH:5][N:6]=1.[N-:9]=[N+:10]=[N-:11].[Na+], predict the reaction product. The product is: [Br:1][C:2]1[S:3][C:4]([C:7]2[N:9]=[N:10][NH:11][N:8]=2)=[CH:5][N:6]=1. (3) Given the reactants [F:1][C:2]([F:21])([F:20])[C:3]1[CH:4]=[C:5]([C:9]2[S:10][C:11]3[C:16]([N:17]=2)=[C:15]([CH2:18][OH:19])[CH:14]=[CH:13][N:12]=3)[CH:6]=[CH:7][CH:8]=1.C1C=C[NH+]=CC=1.[O-][Cr](Cl)(=O)=O, predict the reaction product. The product is: [F:20][C:2]([F:1])([F:21])[C:3]1[CH:4]=[C:5]([C:9]2[S:10][C:11]3[C:16]([N:17]=2)=[C:15]([CH:18]=[O:19])[CH:14]=[CH:13][N:12]=3)[CH:6]=[CH:7][CH:8]=1. (4) Given the reactants [Br:1][C:2]1[CH:10]=[C:9]2[C:5]([CH2:6][N:7]([C@H:12]([CH:17](C)C)[C:13]([O:15][CH3:16])=[O:14])[C:8]2=[O:11])=[CH:4][CH:3]=1.Cl.NC(C(C)C)[C:23](OC)=[O:24], predict the reaction product. The product is: [Br:1][C:2]1[CH:10]=[C:9]2[C:5]([CH2:6][N:7]([C@@H:12]([CH2:17][O:24][CH3:23])[C:13]([O:15][CH3:16])=[O:14])[C:8]2=[O:11])=[CH:4][CH:3]=1. (5) Given the reactants [F:1][C:2]([F:27])([F:26])[C:3]1[CH:8]=[CH:7][C:6]([C:9]2[C:13]3[CH:14]=[CH:15][C:16]([CH2:18][CH2:19][CH2:20]OS(C)(=O)=O)=[CH:17][C:12]=3[S:11][N:10]=2)=[CH:5][CH:4]=1.[CH3:28][NH:29][CH2:30][CH2:31][OH:32], predict the reaction product. The product is: [CH3:28][N:29]([CH2:20][CH2:19][CH2:18][C:16]1[CH:15]=[CH:14][C:13]2[C:9]([C:6]3[CH:5]=[CH:4][C:3]([C:2]([F:27])([F:1])[F:26])=[CH:8][CH:7]=3)=[N:10][S:11][C:12]=2[CH:17]=1)[CH2:30][CH2:31][OH:32].